Dataset: Reaction yield outcomes from USPTO patents with 853,638 reactions. Task: Predict the reaction yield, written as a fraction of the theoretical maximum amount of product (1.0 means a 100% yield; for example, 0.34 means a 34% yield). The reactants are [CH3:1][O:2][C:3](=[O:14])[CH2:4][CH2:5][C:6]1[CH:11]=[CH:10][C:9]([OH:12])=[CH:8][C:7]=1[CH3:13].[CH3:15][CH:16]([O:31]C(=O)C)[CH2:17][CH2:18][CH2:19]OS(C1C=CC(C)=CC=1)(=O)=O.C([O-])([O-])=O.[Cs+].[Cs+].Cl.C([O-])([O-])=O.[K+].[K+]. The catalyst is CN(C=O)C.O.CO. The product is [CH3:1][O:2][C:3](=[O:14])[CH2:4][CH2:5][C:6]1[CH:11]=[CH:10][C:9]([O:12][CH2:19][CH2:18][CH2:17][CH:16]([OH:31])[CH3:15])=[CH:8][C:7]=1[CH3:13]. The yield is 0.420.